Dataset: Tyrosyl-DNA phosphodiesterase HTS with 341,365 compounds. Task: Binary Classification. Given a drug SMILES string, predict its activity (active/inactive) in a high-throughput screening assay against a specified biological target. (1) The molecule is Clc1c(NC(=O)CSc2n(N)c(nn2)c2ncccc2)c(cc(c1)C)C. The result is 0 (inactive). (2) The drug is s1c=2n(CC[N+]2CC(=O)c2ccc(cc2)c2ccccc2)c(c1)c1sccc1. The result is 0 (inactive).